The task is: Regression/Classification. Given a drug SMILES string, predict its absorption, distribution, metabolism, or excretion properties. Task type varies by dataset: regression for continuous measurements (e.g., permeability, clearance, half-life) or binary classification for categorical outcomes (e.g., BBB penetration, CYP inhibition). Dataset: cyp2c9_veith.. This data is from CYP2C9 inhibition data for predicting drug metabolism from PubChem BioAssay. (1) The result is 0 (non-inhibitor). The drug is CCN[C@@H]1C[C@H](C)S(=O)(=O)c2sc(S(N)(=O)=O)cc21. (2) The drug is Cc1ccc(-c2ccc(=O)n(CC(=O)NCCN(C)C)n2)cc1. The result is 0 (non-inhibitor). (3) The molecule is O=C1[C@H]2CC[C@H]3/C(=N\OC[C@@H](O)COCc4ccco4)C[C@@H](O)[C@@H](O)[C@@H]3[C@@H]2C(=O)N1c1cccc(Oc2ccccc2)c1. The result is 0 (non-inhibitor). (4) The drug is O=C1CN(c2nc(-c3ccccc3)c3cc(Br)ccc3n2)c2ccccc2N1. The result is 0 (non-inhibitor). (5) The molecule is O=C(c1cc(-c2ccc(Cl)cc2Cl)on1)N1CCN(C(=O)c2ccco2)CC1. The result is 1 (inhibitor). (6) The molecule is C[C@H](N=C(NC#N)Nc1ccncc1)C(C)(C)C. The result is 0 (non-inhibitor). (7) The compound is COc1ccc(-n2c(=O)c(CCc3ccccc3)nc3cnc(N4CCOCC4)nc32)cc1. The result is 0 (non-inhibitor). (8) The molecule is Cc1cc([N+](=O)[O-])ccc1NCc1ccccc1. The result is 1 (inhibitor).